Dataset: Retrosynthesis with 50K atom-mapped reactions and 10 reaction types from USPTO. Task: Predict the reactants needed to synthesize the given product. Given the product COCCCC(=O)c1cc(Br)ccc1C, predict the reactants needed to synthesize it. The reactants are: COCCCC(=O)Cl.Cc1ccc(Br)cc1.